From a dataset of Reaction yield outcomes from USPTO patents with 853,638 reactions. Predict the reaction yield, written as a fraction of the theoretical maximum amount of product (1.0 means a 100% yield; for example, 0.34 means a 34% yield). (1) The reactants are [H-].[H-].[H-].[H-].[Li+].[Al+3].[CH3:7][NH:8][C:9]([C:11]1[NH:12][C:13]2[C:18]([CH:19]=1)=[CH:17][CH:16]=[CH:15][CH:14]=2)=O. The catalyst is C1COCC1. The product is [CH3:7][NH:8][CH2:9][C:11]1[NH:12][C:13]2[C:18]([CH:19]=1)=[CH:17][CH:16]=[CH:15][CH:14]=2. The yield is 0.510. (2) The catalyst is CN(C=O)C. The reactants are [Br:1][C:2]1[CH:7]=[CH:6][CH:5]=[CH:4][C:3]=1[OH:8].N1C=CN=C1.[Si:14](Cl)([C:17]([CH3:20])([CH3:19])[CH3:18])([CH3:16])[CH3:15].O. The yield is 0.990. The product is [Br:1][C:2]1[CH:7]=[CH:6][CH:5]=[CH:4][C:3]=1[O:8][Si:14]([C:17]([CH3:20])([CH3:19])[CH3:18])([CH3:16])[CH3:15]. (3) The reactants are [C:1]1([C:7](=[O:12])[C:8]([O:10]C)=O)[CH:6]=[CH:5][CH:4]=[CH:3][CH:2]=1.[NH:13]1[CH2:18][CH2:17][CH2:16][CH2:15][CH2:14]1. The catalyst is CO. The product is [C:1]1([C:7](=[O:12])[C:8]([N:13]2[CH2:18][CH2:17][CH2:16][CH2:15][CH2:14]2)=[O:10])[CH:2]=[CH:3][CH:4]=[CH:5][CH:6]=1. The yield is 0.960. (4) The reactants are [NH2:1][C@@H:2]([CH2:5][CH3:6])[CH2:3]O.[N+:7]([C:10]1[CH:15]=[CH:14][CH:13]=[CH:12][C:11]=1[S:16](Cl)(=[O:18])=[O:17])([O-:9])=[O:8]. The catalyst is ClCCl.N1C=CC=CC=1.CCOCC. The product is [CH2:5]([CH:2]1[CH2:3][N@@:1]1[S:16]([C:11]1[CH:12]=[CH:13][CH:14]=[CH:15][C:10]=1[N+:7]([O-:9])=[O:8])(=[O:17])=[O:18])[CH3:6]. The yield is 0.520.